From a dataset of Forward reaction prediction with 1.9M reactions from USPTO patents (1976-2016). Predict the product of the given reaction. Given the reactants [Br:1][C:2]1[CH:10]=[CH:9][C:5]([CH:6]=[N:7][OH:8])=[CH:4][C:3]=1[CH3:11].C1C(=O)N(Cl)C(=O)C1.[Cl:20][C:21]1[CH:26]=[C:25]([C:27]([C:29]([F:32])([F:31])[F:30])=[CH2:28])[CH:24]=[C:23]([Cl:33])[CH:22]=1.CCN(CC)CC, predict the reaction product. The product is: [Br:1][C:2]1[CH:10]=[CH:9][C:5]([C:6]2[CH2:28][C:27]([C:25]3[CH:24]=[C:23]([Cl:33])[CH:22]=[C:21]([Cl:20])[CH:26]=3)([C:29]([F:30])([F:32])[F:31])[O:8][N:7]=2)=[CH:4][C:3]=1[CH3:11].